Dataset: Forward reaction prediction with 1.9M reactions from USPTO patents (1976-2016). Task: Predict the product of the given reaction. (1) Given the reactants [C:1]([CH2:3][CH2:4][N:5]([CH2:17][CH2:18][C:19]#[N:20])[CH2:6][CH2:7][N:8]([CH2:13][CH2:14][C:15]#[N:16])[CH2:9][CH2:10][C:11]#[N:12])#[N:2].[H][H], predict the reaction product. The product is: [NH2:12][CH2:11][CH2:10][CH2:9][N:8]([CH2:13][CH2:14][CH2:15][NH2:16])[CH2:7][CH2:6][N:5]([CH2:17][CH2:18][CH2:19][NH2:20])[CH2:4][CH2:3][CH2:1][NH2:2]. (2) Given the reactants [CH3:1][C:2]1[C:6]([C:7]([NH:9][N:10]2[CH2:15][CH2:14][CH2:13][CH2:12][CH2:11]2)=[O:8])=[N:5][N:4]([C:16]2[CH:17]=[CH:18][C:19]([Cl:23])=[CH:20][C:21]=2[Cl:22])[C:3]=1[C:24]1[CH:25]=[CH:26][C:27]([Cl:30])=[CH:28][CH:29]=1.Cl.[OH-].[K+], predict the reaction product. The product is: [CH3:1][C:2]1[C:6]([C:7]([NH:9][N:10]2[CH2:11][CH2:12][CH2:13][CH2:14][CH2:15]2)=[O:8])=[N:5][N:4]([C:16]2[CH:17]=[CH:18][C:19]([Cl:23])=[CH:20][C:21]=2[Cl:22])[C:3]=1[C:24]1[CH:25]=[CH:26][C:27]([Cl:30])=[CH:28][CH:29]=1.